Dataset: Catalyst prediction with 721,799 reactions and 888 catalyst types from USPTO. Task: Predict which catalyst facilitates the given reaction. (1) Reactant: Cl[C:2]1[CH:9]=[CH:8][C:7]([C:10]([F:13])([F:12])[F:11])=[CH:6][C:3]=1[C:4]#[N:5].C(OB([C:20]1[CH:25]=[CH:24][CH:23]=[CH:22][C:21]=1[O:26][CH3:27])O)(C)C.[F-].[K+].F[B-](F)(F)F.[C:35](P(C(C)(C)C)C(C)(C)C)(C)([CH3:37])[CH3:36]. Product: [CH:35]([C:24]1[CH:23]=[CH:22][C:21]([O:26][CH3:27])=[C:20]([C:2]2[C:3]([C:4]#[N:5])=[CH:6][C:7]([C:10]([F:13])([F:12])[F:11])=[CH:8][CH:9]=2)[CH:25]=1)([CH3:37])[CH3:36]. The catalyst class is: 12. (2) Reactant: [H-].[Na+].[C:3]([O:7][C:8]([N:10]1[CH2:17][CH2:16][C:13]2([CH2:15][CH2:14]2)[C@@H:12]([O:18][C:19]2[N:24]=[C:23]([C:25]3[C:33]4[C:28](=[CH:29][CH:30]=[C:31]([CH2:34][C:35]([O:37][CH:38]([CH3:40])[CH3:39])=[O:36])[CH:32]=4)[N:27]([C:41](OC(C)(C)C)=O)[N:26]=3)[CH:22]=[N:21][CH:20]=2)[CH2:11]1)=[O:9])([CH3:6])([CH3:5])[CH3:4].I[CH3:49]. Product: [CH:38]([O:37][C:35](=[O:36])[CH:34]([C:31]1[CH:32]=[C:33]2[C:28](=[CH:29][CH:30]=1)[N:27]([CH3:41])[N:26]=[C:25]2[C:23]1[N:24]=[C:19]([O:18][C@H:12]2[CH2:11][N:10]([C:8]([O:7][C:3]([CH3:5])([CH3:4])[CH3:6])=[O:9])[CH2:17][CH2:16][C:13]32[CH2:14][CH2:15]3)[CH:20]=[N:21][CH:22]=1)[CH3:49])([CH3:39])[CH3:40]. The catalyst class is: 49. (3) Reactant: [ClH:1].Cl.[C:3]([C:6]1[CH:7]=[C:8](/[CH:12]=[CH:13]/[CH2:14][N:15]([C:19]2[CH:24]=[CH:23][C:22]([O:25][CH:26]3[CH2:31][CH2:30][NH:29][CH2:28][CH2:27]3)=[CH:21][CH:20]=2)[C:16](=[O:18])[CH3:17])[CH:9]=[CH:10][CH:11]=1)(=[NH:5])[NH2:4].Cl.[C:33](=[NH:38])(OCC)[CH3:34].C(N(CC)CC)C.Cl. Product: [ClH:1].[ClH:1].[C:33]([N:29]1[CH2:28][CH2:27][CH:26]([O:25][C:22]2[CH:21]=[CH:20][C:19]([N:15]([CH2:14]/[CH:13]=[CH:12]/[C:8]3[CH:9]=[CH:10][CH:11]=[C:6]([C:3](=[NH:4])[NH2:5])[CH:7]=3)[C:16](=[O:18])[CH3:17])=[CH:24][CH:23]=2)[CH2:31][CH2:30]1)(=[NH:38])[CH3:34]. The catalyst class is: 71.